This data is from Reaction yield outcomes from USPTO patents with 853,638 reactions. The task is: Predict the reaction yield, written as a fraction of the theoretical maximum amount of product (1.0 means a 100% yield; for example, 0.34 means a 34% yield). (1) The catalyst is Cl.O1CCOCC1. The reactants are C([O:5][C:6](=[O:8])[CH3:7])(C)(C)C.[CH3:9][C:10]([CH3:38])([CH3:37])[C:11](=[O:36])[CH2:12][O:13][C:14]1[CH:19]=[CH:18][C:17]([C:20]([C:25]2[S:29][C:28]([S:30]([NH2:33])(=[O:32])=[O:31])=[C:27]([CH3:34])[CH:26]=2)([CH2:23][CH3:24])[CH2:21][CH3:22])=[CH:16][C:15]=1[CH3:35]. The product is [C:6]([OH:8])(=[O:5])[CH3:7].[CH3:38][C:10]([CH3:9])([CH3:37])[C:11](=[O:36])[CH2:12][O:13][C:14]1[CH:19]=[CH:18][C:17]([C:20]([C:25]2[S:29][C:28]([S:30]([NH2:33])(=[O:32])=[O:31])=[C:27]([CH3:34])[CH:26]=2)([CH2:21][CH3:22])[CH2:23][CH3:24])=[CH:16][C:15]=1[CH3:35]. The yield is 0.870. (2) The reactants are C([O:3][C:4](=[O:24])[CH2:5][C:6]([NH:8][C:9]1[CH:14]=[CH:13][C:12]([NH:15][S:16]([CH3:19])(=[O:18])=[O:17])=[CH:11][C:10]=1[S:20](=[O:23])(=[O:22])[NH2:21])=O)C.Cl. The catalyst is [OH-].[Na+]. The product is [CH3:19][S:16]([NH:15][C:12]1[CH:13]=[CH:14][C:9]2[NH:8][C:6]([CH2:5][C:4]([OH:3])=[O:24])=[N:21][S:20](=[O:23])(=[O:22])[C:10]=2[CH:11]=1)(=[O:18])=[O:17]. The yield is 0.826. (3) The reactants are [CH3:1][N:2]1[CH2:7][CH2:6][N:5]([CH2:8][C:9]2[CH:10]=[CH:11][C:12]([C:15](OC)=[O:16])=[N:13][CH:14]=2)[CH2:4][CH2:3]1.[BH4-].[Na+]. The catalyst is C(O)C. The product is [CH3:1][N:2]1[CH2:7][CH2:6][N:5]([CH2:8][C:9]2[CH:10]=[CH:11][C:12]([CH2:15][OH:16])=[N:13][CH:14]=2)[CH2:4][CH2:3]1. The yield is 0.770. (4) The reactants are Br[C:2]1[C:3]([C:13]2[CH:18]=[CH:17][CH:16]=[C:15]([F:19])[CH:14]=2)=[N:4][N:5]2[C:10]=1[CH:9]=[CH:8][C:7]([O:11]C)=[N:6]2.Cl.N1C=CC=CC=1.[H-].[Na+].Br[CH:30]([F:32])[F:31]. The catalyst is CN(C=O)C.C(OCC)(=O)C. The product is [F:31][CH:30]([F:32])[O:11][C:7]1[CH:8]=[CH:9][C:10]2[N:5]([N:4]=[C:3]([C:13]3[CH:18]=[CH:17][CH:16]=[C:15]([F:19])[CH:14]=3)[CH:2]=2)[N:6]=1. The yield is 0.600. (5) The reactants are Cl[C:2]1[CH:7]=[C:6]([CH3:8])[C:5]([C:9](=[O:11])[CH3:10])=[C:4]([CH3:12])[CH:3]=1.[O-]P([O-])([O-])=O.[K+].[K+].[K+].[CH3:21][C:22]1[CH:23]=[C:24]([OH:29])[CH:25]=[C:26]([CH3:28])[CH:27]=1. The catalyst is C1(C)C=CC=CC=1.CC([O-])=O.CC([O-])=O.[Pd+2].C(P(C(C)(C)C)C1C=CC=CC=1C1C(C(C)C)=CC(C(C)C)=CC=1C(C)C)(C)(C)C. The product is [CH3:21][C:22]1[CH:23]=[C:24]([CH:25]=[C:26]([CH3:28])[CH:27]=1)[O:29][C:2]1[CH:7]=[C:6]([CH3:8])[C:5]([C:9](=[O:11])[CH3:10])=[C:4]([CH3:12])[CH:3]=1. The yield is 0.860. (6) The reactants are [C:1](Cl)(=[O:5])[O:2][CH2:3][CH3:4].[C:7]([O:11][C:12]([N:14]1[CH2:21][C:20]2[C:19]([NH2:22])=[N:18][NH:17][C:16]=2[CH2:15]1)=[O:13])([CH3:10])([CH3:9])[CH3:8].CCN(C(C)C)C(C)C. The catalyst is C1COCC1. The product is [CH2:3]([O:2][C:1]([N:17]1[C:16]2[CH2:15][N:14]([C:12]([O:11][C:7]([CH3:9])([CH3:8])[CH3:10])=[O:13])[CH2:21][C:20]=2[C:19]([NH2:22])=[N:18]1)=[O:5])[CH3:4]. The yield is 0.720.